Task: Predict the product of the given reaction.. Dataset: Forward reaction prediction with 1.9M reactions from USPTO patents (1976-2016) Given the reactants [OH:1][C@@:2]1([CH2:39][O:40][CH3:41])[CH2:7][CH2:6][CH2:5][CH2:4][C@H:3]1[N:8]1[C:12]([C:13]2[CH:18]=[CH:17][CH:16]=[CH:15][CH:14]=2)=[C:11]([C:19]([N:21]2[CH2:26][CH2:25][NH:24][CH2:23][C@H:22]2[CH2:27][CH2:28][O:29][C:30]2[CH:31]=[C:32]([C:36](=[O:38])[CH3:37])[CH:33]=[CH:34][CH:35]=2)=[O:20])[N:10]=[CH:9]1.[BH4-].[Na+].C(=O)([O-])O.[Na+], predict the reaction product. The product is: [OH:38][CH:36]([C:32]1[CH:31]=[C:30]([CH:35]=[CH:34][CH:33]=1)[O:29][CH2:28][CH2:27][C@@H:22]1[CH2:23][NH:24][CH2:25][CH2:26][N:21]1[C:19]([C:11]1[N:10]=[CH:9][N:8]([C@@H:3]2[CH2:4][CH2:5][CH2:6][CH2:7][C@:2]2([CH2:39][O:40][CH3:41])[OH:1])[C:12]=1[C:13]1[CH:18]=[CH:17][CH:16]=[CH:15][CH:14]=1)=[O:20])[CH3:37].